From a dataset of Reaction yield outcomes from USPTO patents with 853,638 reactions. Predict the reaction yield, written as a fraction of the theoretical maximum amount of product (1.0 means a 100% yield; for example, 0.34 means a 34% yield). (1) The product is [F:1][C:2]1[C:3]([I:29])=[C:4]([NH:8][C:9](=[O:15])[O:10][C:11]([CH3:12])([CH3:14])[CH3:13])[CH:5]=[N:6][CH:7]=1. The catalyst is C(OCC)C.C1COCC1. The yield is 0.620. The reactants are [F:1][C:2]1[CH:3]=[C:4]([NH:8][C:9](=[O:15])[O:10][C:11]([CH3:14])([CH3:13])[CH3:12])[CH:5]=[N:6][CH:7]=1.CN(C)CCN(C)C.[Li]CCCC.[I:29]I.Cl. (2) The reactants are [Cl-].[OH:2][NH3+:3].[C:4](=[O:7])([O-])O.[Na+].CS(C)=O.[Si]([O:20][C:21]([C@H:24]1[CH2:29][CH2:28][C@H:27]([O:30][C:31]2[CH:36]=[CH:35][C:34]([N:37]3[C:42](=[O:43])[C:41]([CH2:44][C:45]4[CH:50]=[CH:49][C:48]([C:51]5[C:52]([C:57]#[N:58])=[CH:53][CH:54]=[CH:55][CH:56]=5)=[CH:47][CH:46]=4)=[C:40]([CH2:59][CH2:60][CH3:61])[N:39]=[C:38]3[CH2:62][CH3:63])=[CH:33][CH:32]=2)[CH2:26][CH2:25]1)([CH3:23])[CH3:22])(C(C)(C)C)(C)C. The catalyst is O. The product is [CH2:62]([C:38]1[N:37]([C:34]2[CH:33]=[CH:32][C:31]([O:30][C@H:27]3[CH2:26][CH2:25][C@H:24]([C:21]([OH:20])([CH3:23])[CH3:22])[CH2:29][CH2:28]3)=[CH:36][CH:35]=2)[C:42](=[O:43])[C:41]([CH2:44][C:45]2[CH:46]=[CH:47][C:48]([C:51]3[CH:56]=[CH:55][CH:54]=[CH:53][C:52]=3[C:57]3[NH:58][C:4](=[O:7])[O:2][N:3]=3)=[CH:49][CH:50]=2)=[C:40]([CH2:59][CH2:60][CH3:61])[N:39]=1)[CH3:63]. The yield is 0.210. (3) The reactants are O=[CH:2][C@@H:3]([C@H:5]([C@@H:7]([CH2:9][OH:10])[OH:8])[OH:6])[OH:4].N[CH2:12][CH2:13][O:14][C:15]1[CH:20]=[CH:19][C:18]([CH2:21][CH2:22][CH2:23][CH2:24][NH:25][C:26]([NH:28][C:29]([C:31]2[C:36]([NH2:37])=[N:35][C:34]([NH2:38])=[C:33]([Cl:39])[N:32]=2)=[O:30])=[NH:27])=[CH:17][CH:16]=1.[C:40]([BH3-])#[N:41].[Na+]. The catalyst is CO. The product is [ClH:39].[ClH:39].[OH:4][C@@H:3]([C@H:5]([OH:6])[C@H:7]([OH:8])[CH2:9][OH:10])[CH2:2][N:41]([CH2:40][C@@H:9]([OH:10])[C@H:7]([OH:8])[C@H:5]([OH:6])[CH2:3][OH:4])[CH2:12][CH2:13][O:14][C:15]1[CH:20]=[CH:19][C:18]([CH2:21][CH2:22][CH2:23][CH2:24][NH:25][C:26]([NH:28][C:29]([C:31]2[C:36]([NH2:37])=[N:35][C:34]([NH2:38])=[C:33]([Cl:39])[N:32]=2)=[O:30])=[NH:27])=[CH:17][CH:16]=1. The yield is 0.0700. (4) The reactants are [F:1][C:2]([F:15])([O:6][C:7]1[CH:8]=[C:9]([CH:12]=[CH:13][CH:14]=1)[CH:10]=[O:11])[CH:3]([F:5])[F:4].[O:16]([C:23]1[CH:24]=[C:25]([NH:29][CH2:30][CH:31](O)[C:32]([F:35])([F:34])[F:33])[CH:26]=[CH:27][CH:28]=1)[C:17]1[CH:22]=[CH:21][CH:20]=[CH:19][CH:18]=1. The catalyst is [Zn+2].[I-].[I-].C1(C)C=CC=CC=1. The product is [O:16]([C:23]1[CH:24]=[C:25]([N:29]2[CH2:30][CH:31]([C:32]([F:33])([F:34])[F:35])[O:11][CH:10]2[C:9]2[CH:12]=[CH:13][CH:14]=[C:7]([O:6][C:2]([F:15])([F:1])[CH:3]([F:4])[F:5])[CH:8]=2)[CH:26]=[CH:27][CH:28]=1)[C:17]1[CH:18]=[CH:19][CH:20]=[CH:21][CH:22]=1. The yield is 0.920.